From a dataset of Catalyst prediction with 721,799 reactions and 888 catalyst types from USPTO. Predict which catalyst facilitates the given reaction. (1) Reactant: [C:1]([OH:13])(=[O:12])[CH2:2][C:3]([CH2:8][C:9]([OH:11])=[O:10])([C:5]([OH:7])=[O:6])[OH:4].C(=O)([O-])[O-].[Ca+2:18]. Product: [C:1]([O-:13])(=[O:12])[CH2:2][C:3]([CH2:8][C:9]([O-:11])=[O:10])([C:5]([O-:7])=[O:6])[OH:4].[Ca+2:18].[C:1]([O-:13])(=[O:12])[CH2:2][C:3]([CH2:8][C:9]([O-:11])=[O:10])([C:5]([O-:7])=[O:6])[OH:4].[Ca+2:18].[Ca+2:18]. The catalyst class is: 6. (2) Reactant: [NH2:1][CH2:2][C@H:3]1[CH2:7][C@@H:6]([NH:8][S:9]([C:12]2[CH:17]=[C:16]([Cl:18])[CH:15]=[CH:14][C:13]=2[Cl:19])(=[O:11])=[O:10])[CH2:5][N:4]1[C:20](OC(C)(C)C)=O.[C:27](Cl)(=[O:34])[C:28]1[CH:33]=[CH:32][CH:31]=[CH:30][CH:29]=1.Cl.CC[N:39](C(C)C)C(C)C.N#CBr.C(O)C(N)(CO)CO. Product: [C:20]([N:4]1[CH2:5][C@H:6]([NH:8][S:9]([C:12]2[CH:17]=[C:16]([Cl:18])[CH:15]=[CH:14][C:13]=2[Cl:19])(=[O:10])=[O:11])[CH2:7][C@@H:3]1[CH2:2][NH:1][C:27](=[O:34])[C:28]1[CH:33]=[CH:32][CH:31]=[CH:30][CH:29]=1)#[N:39]. The catalyst class is: 135. (3) Reactant: [Br:1][C:2]1[CH:3]=[C:4]([O:10][CH:11]([CH3:13])[CH3:12])[C:5]([CH2:8][OH:9])=[N:6][CH:7]=1.[H-].[Na+].I[CH3:17]. Product: [Br:1][C:2]1[CH:3]=[C:4]([O:10][CH:11]([CH3:13])[CH3:12])[C:5]([CH2:8][O:9][CH3:17])=[N:6][CH:7]=1. The catalyst class is: 3. (4) Reactant: [F:1][C:2]1[CH:38]=[CH:37][CH:36]=[C:35]([F:39])[C:3]=1[CH2:4][N:5]1[C:10]2=[N:11][N:12]([C:15]3[CH:20]=[CH:19][C:18]([N+:21]([O-:23])=[O:22])=[CH:17][CH:16]=3)[C:13]([CH3:14])=[C:9]2[C:8](=[O:24])[N:7]([C:25]2[CH:30]=[CH:29][CH:28]=[C:27]([O:31][CH3:32])[C:26]=2[F:33])[C:6]1=[O:34].N(C(C)(C)C#N)=NC(C)(C)C#N.[Br:52]N1C(=O)CCC1=O. Product: [Br:52][CH2:14][C:13]1[N:12]([C:15]2[CH:16]=[CH:17][C:18]([N+:21]([O-:23])=[O:22])=[CH:19][CH:20]=2)[N:11]=[C:10]2[C:9]=1[C:8](=[O:24])[N:7]([C:25]1[CH:30]=[CH:29][CH:28]=[C:27]([O:31][CH3:32])[C:26]=1[F:33])[C:6](=[O:34])[N:5]2[CH2:4][C:3]1[C:35]([F:39])=[CH:36][CH:37]=[CH:38][C:2]=1[F:1]. The catalyst class is: 159. (5) Reactant: [F:1][CH:2]([F:12])[CH2:3][NH:4][C:5](=[O:11])[O:6][C:7]([CH3:10])([CH3:9])[CH3:8].[H-].[Na+].Br[CH2:16][CH:17]1[CH2:19][CH2:18]1. Product: [CH:17]1([CH2:16][N:4]([CH2:3][CH:2]([F:12])[F:1])[C:5](=[O:11])[O:6][C:7]([CH3:8])([CH3:9])[CH3:10])[CH2:19][CH2:18]1. The catalyst class is: 3. (6) The catalyst class is: 7. Product: [Cl:11][C:12]1[CH:17]=[C:16]([O:9][CH:4]2[CH2:5][CH2:6][CH2:7][CH2:8][CH:3]2[OH:10])[N:15]=[CH:14][N:13]=1. Reactant: [H-].[Na+].[CH:3]1([OH:10])[CH2:8][CH2:7][CH2:6][CH2:5][CH:4]1[OH:9].[Cl:11][C:12]1[CH:17]=[C:16](Cl)[N:15]=[CH:14][N:13]=1.[Cl-].[NH4+]. (7) Reactant: [NH:1]1[C:9]2[C:4](=[CH:5][C:6]([NH:10][C:11]3[C:20]4[C:15](=[CH:16][CH:17]=[CH:18][CH:19]=4)[N:14]=[C:13]([C:21]4[CH:22]=[C:23]([CH:29]=[CH:30][CH:31]=4)[O:24][CH2:25][C:26](O)=[O:27])[N:12]=3)=[CH:7][CH:8]=2)[CH:3]=[N:2]1.C1CN([P+](ON2N=[N:56][C:51]3[CH:52]=[CH:53][CH:54]=CC2=3)(N2CCCC2)N2CCCC2)CC1.F[P-](F)(F)(F)(F)F.CCN(C(C)C)C(C)C.C1(N)CCC1. The catalyst class is: 59. Product: [NH:1]1[C:9]2[C:4](=[CH:5][C:6]([NH:10][C:11]3[C:20]4[C:15](=[CH:16][CH:17]=[CH:18][CH:19]=4)[N:14]=[C:13]([C:21]4[CH:22]=[C:23]([CH:29]=[CH:30][CH:31]=4)[O:24][CH2:25][C:26]([NH:56][CH:51]4[CH2:52][CH2:53][CH2:54]4)=[O:27])[N:12]=3)=[CH:7][CH:8]=2)[CH:3]=[N:2]1. (8) Reactant: [OH-].[Na+].[CH2:3]([C:5]1[CH:6]=[C:7]([C:12]([OH:14])=O)[S:8][C:9]=1[CH:10]=[O:11])[CH3:4].C([O:17][C:18](=[O:34])[CH2:19][CH2:20][C:21]1[C:26]([CH3:27])=[CH:25][C:24]([C:28](=[NH:31])[NH:29]O)=[CH:23][C:22]=1[CH2:32][CH3:33])C. Product: [CH2:32]([C:22]1[CH:23]=[C:24]([C:28]2[N:29]=[C:12]([C:7]3[S:8][C:9]([CH:10]=[O:11])=[C:5]([CH2:3][CH3:4])[CH:6]=3)[O:14][N:31]=2)[CH:25]=[C:26]([CH3:27])[C:21]=1[CH2:20][CH2:19][C:18]([OH:34])=[O:17])[CH3:33]. The catalyst class is: 5. (9) Reactant: COC1C=C(C[N:12]2[C:16](=[O:17])[C:15]([C:18]3[CH:23]=[CH:22][C:21]([C:24]([F:27])([F:26])[F:25])=[CH:20][CH:19]=3)=[C:14]([CH3:28])[C:13]2=[O:29])C=CC=1OC.C(O)(C(F)(F)F)=O.OS(O)(=O)=O. Product: [CH3:28][C:14]1[C:13](=[O:29])[NH:12][C:16](=[O:17])[C:15]=1[C:18]1[CH:19]=[CH:20][C:21]([C:24]([F:27])([F:25])[F:26])=[CH:22][CH:23]=1. The catalyst class is: 520.